This data is from Catalyst prediction with 721,799 reactions and 888 catalyst types from USPTO. The task is: Predict which catalyst facilitates the given reaction. (1) Reactant: CS(C)=O.C(Cl)(=O)C(Cl)=O.[F:11][C:12]1[C:20]2[C:16](=[CH:17][N:18]([CH3:21])[N:19]=2)[C:15]([CH2:22][OH:23])=[CH:14][CH:13]=1.C(N(CC)CC)C. Product: [F:11][C:12]1[C:20]2[C:16](=[CH:17][N:18]([CH3:21])[N:19]=2)[C:15]([CH:22]=[O:23])=[CH:14][CH:13]=1. The catalyst class is: 4. (2) Reactant: [S:1](Cl)([CH3:4])(=[O:3])=[O:2].[CH2:6]([CH:8]1[CH:12]([C:13]2[N:17]3[C:18]4[CH:24]=[CH:23][N:22]([CH2:25][O:26][CH2:27][CH2:28][Si:29]([CH3:32])([CH3:31])[CH3:30])[C:19]=4[N:20]=[CH:21][C:16]3=[N:15][N:14]=2)[CH2:11][C:10](=[O:33])[CH2:9]1)[CH3:7]. Product: [CH3:4][S:1]([O:33][CH:10]1[CH2:11][CH:12]([C:13]2[N:17]3[C:18]4[CH:24]=[CH:23][N:22]([CH2:25][O:26][CH2:27][CH2:28][Si:29]([CH3:32])([CH3:31])[CH3:30])[C:19]=4[N:20]=[CH:21][C:16]3=[N:15][N:14]=2)[CH:8]([CH2:6][CH3:7])[CH2:9]1)(=[O:3])=[O:2]. The catalyst class is: 2. (3) Reactant: [C:1]([O:5][C:6](=[O:19])[CH2:7][CH2:8][NH:9][CH2:10][CH2:11][C:12]([O:14][C:15]([CH3:18])([CH3:17])[CH3:16])=[O:13])([CH3:4])([CH3:3])[CH3:2].[C:20]([O:24][C:25]([NH:27][O:28][CH2:29][C:30](O)=[O:31])=[O:26])([CH3:23])([CH3:22])[CH3:21].ON1C2C=CC=CC=2N=N1.CCN(C(C)C)C(C)C.Cl.CN(C)CCCN=C=NCC. The catalyst class is: 3. Product: [C:1]([O:5][C:6](=[O:19])[CH2:7][CH2:8][N:9]([C:30](=[O:31])[CH2:29][O:28][NH:27][C:25]([O:24][C:20]([CH3:22])([CH3:21])[CH3:23])=[O:26])[CH2:10][CH2:11][C:12]([O:14][C:15]([CH3:18])([CH3:17])[CH3:16])=[O:13])([CH3:4])([CH3:3])[CH3:2]. (4) Reactant: [CH3:1][N:2]([C:4](=[Se:11])[C:5]1[CH:10]=[CH:9][CH:8]=[CH:7][CH:6]=1)[NH2:3].[C:12]([OH:18])(=O)[CH2:13][C:14](O)=[O:15].[CH2:19](Cl)[CH2:20]Cl. Product: [CH3:1][N:2]([C:4]([C:20]1[CH:19]=[CH:7][CH:6]=[CH:5][CH:10]=1)=[Se:11])[NH:3][C:12](=[O:18])[CH2:13][C:14]([NH:3][N:2]([CH3:1])[C:4]([C:5]1[CH:6]=[CH:7][CH:8]=[CH:9][CH:10]=1)=[Se:11])=[O:15]. The catalyst class is: 2. (5) Reactant: [O:1]1[C:5]2([CH2:10][CH2:9][CH2:8][CH2:7][CH:6]2[C:11]([OH:13])=O)[O:4][CH2:3][CH2:2]1.[NH2:14][C:15]1[CH:16]=[C:17]([CH:20]=[CH:21][CH:22]=1)[CH2:18][OH:19].Cl.CN(C)CCCN=C=NCC.O. Product: [OH:19][CH2:18][C:17]1[CH:16]=[C:15]([NH:14][C:11]([CH:6]2[CH2:7][CH2:8][CH2:9][CH2:10][C:5]32[O:1][CH2:2][CH2:3][O:4]3)=[O:13])[CH:22]=[CH:21][CH:20]=1. The catalyst class is: 2. (6) Reactant: [F:1][C:2]1[CH:8]=[CH:7][C:6]([F:9])=[CH:5][C:3]=1[NH2:4].[CH3:10][C:11]([O:14][C:15](O[C:15]([O:14][C:11]([CH3:13])([CH3:12])[CH3:10])=[O:16])=[O:16])([CH3:13])[CH3:12]. Product: [F:1][C:2]1[CH:8]=[CH:7][C:6]([F:9])=[CH:5][C:3]=1[N:4]([C:15]([O:14][C:11]([CH3:13])([CH3:12])[CH3:10])=[O:16])[C:15]([O:14][C:11]([CH3:13])([CH3:12])[CH3:10])=[O:16]. The catalyst class is: 230. (7) Reactant: [O:1]1[CH2:5][CH2:4][O:3][CH:2]1[CH2:6][CH2:7][CH2:8][CH2:9][CH2:10][CH2:11][CH2:12][CH2:13][O:14][C:15]1[CH:16]=[C:17]([C:21]([C:23]2[CH:28]=[CH:27][CH:26]=[CH:25][CH:24]=2)=[O:22])[CH:18]=[CH:19][CH:20]=1.[BH4-].[Na+]. Product: [O:1]1[CH2:5][CH2:4][O:3][CH:2]1[CH2:6][CH2:7][CH2:8][CH2:9][CH2:10][CH2:11][CH2:12][CH2:13][O:14][C:15]1[CH:16]=[C:17]([CH:21]([C:23]2[CH:28]=[CH:27][CH:26]=[CH:25][CH:24]=2)[OH:22])[CH:18]=[CH:19][CH:20]=1. The catalyst class is: 8. (8) Product: [F:53][C:50]([F:51])([F:52])[C:48]1[CH:47]=[C:5]([CH:4]=[C:3]([C:2]([F:1])([F:55])[F:54])[CH:49]=1)[C:6]([N:8]1[CH2:12][C@@:11]([CH2:20][CH2:21][N:22]2[CH2:23][CH2:24][C:25]3([C:35]4[C:30](=[CH:31][CH:32]=[CH:33][CH:34]=4)[CH2:29][C@@H:28]3[O:36][CH2:37][C:38]([N:40]([CH3:46])[CH2:41][CH2:42][CH2:43][N:44]([CH3:45])[C:61](=[O:63])[C:60]3[CH:64]=[CH:65][CH:66]=[C:58]([CH:56]=[O:57])[CH:59]=3)=[O:39])[CH2:26][CH2:27]2)([C:13]2[CH:14]=[CH:15][C:16]([F:19])=[CH:17][CH:18]=2)[O:10][CH2:9]1)=[O:7]. The catalyst class is: 96. Reactant: [F:1][C:2]([F:55])([F:54])[C:3]1[CH:4]=[C:5]([CH:47]=[C:48]([C:50]([F:53])([F:52])[F:51])[CH:49]=1)[C:6]([N:8]1[CH2:12][C@@:11]([CH2:20][CH2:21][N:22]2[CH2:27][CH2:26][C:25]3([C:35]4[C:30](=[CH:31][CH:32]=[CH:33][CH:34]=4)[CH2:29][C@@H:28]3[O:36][CH2:37][C:38]([N:40]([CH3:46])[CH2:41][CH2:42][CH2:43][NH:44][CH3:45])=[O:39])[CH2:24][CH2:23]2)([C:13]2[CH:18]=[CH:17][C:16]([F:19])=[CH:15][CH:14]=2)[O:10][CH2:9]1)=[O:7].[CH:56]([C:58]1[CH:59]=[C:60]([CH:64]=[CH:65][CH:66]=1)[C:61]([OH:63])=O)=[O:57].Cl.C(N=C=NCCCN(C)C)C.C(=O)([O-])O.[Na+].